This data is from Catalyst prediction with 721,799 reactions and 888 catalyst types from USPTO. The task is: Predict which catalyst facilitates the given reaction. (1) Reactant: [O:1]=[C:2]1[NH:7][C:6](=[O:8])[CH:5]=[C:4]([O:9][CH2:10][C:11]([F:14])([F:13])[F:12])[N:3]1[CH2:15][C:16]1[CH:21]=[CH:20][C:19]([C:22]2[C:23]([C:28]#[N:29])=[CH:24][CH:25]=[CH:26][CH:27]=2)=[CH:18][CH:17]=1.Br[CH2:31][C:32]([C:34]1[CH:39]=[CH:38][C:37]([O:40][CH3:41])=[CH:36][CH:35]=1)=[O:33].CN(C)C=O.[H-].[Na+]. The catalyst class is: 13. Product: [CH3:41][O:40][C:37]1[CH:38]=[CH:39][C:34]([C:32](=[O:33])[CH2:31][N:7]2[C:6](=[O:8])[CH:5]=[C:4]([O:9][CH2:10][C:11]([F:12])([F:13])[F:14])[N:3]([CH2:15][C:16]3[CH:21]=[CH:20][C:19]([C:22]4[C:23]([C:28]#[N:29])=[CH:24][CH:25]=[CH:26][CH:27]=4)=[CH:18][CH:17]=3)[C:2]2=[O:1])=[CH:35][CH:36]=1. (2) Product: [CH3:31][O:30][CH2:29][CH2:28][CH2:27][CH2:26][N:25]1[C:24]2[CH:32]=[CH:33][CH:34]=[CH:35][C:23]=2[N:22]=[C:21]1[C:19]([N:14]([CH2:15][CH:16]([CH3:18])[CH3:17])[C@H:12]1[CH2:11][C@@H:10]([C:36]([N:39]2[CH2:43][CH2:42][CH2:41][CH2:40]2)=[O:38])[CH2:9][N:8]([C:6]([O:5][C:1]([CH3:4])([CH3:2])[CH3:3])=[O:7])[CH2:13]1)=[O:20]. The catalyst class is: 3. Reactant: [C:1]([O:5][C:6]([N:8]1[CH2:13][C@@H:12]([N:14]([C:19]([C:21]2[N:25]([CH2:26][CH2:27][CH2:28][CH2:29][O:30][CH3:31])[C:24]3[CH:32]=[CH:33][CH:34]=[CH:35][C:23]=3[N:22]=2)=[O:20])[CH2:15][CH:16]([CH3:18])[CH3:17])[CH2:11][C@@H:10]([C:36]([OH:38])=O)[CH2:9]1)=[O:7])([CH3:4])([CH3:3])[CH3:2].[NH:39]1[CH2:43][CH2:42][CH2:41][CH2:40]1.CCN=C=NCCCN(C)C.C1C=CC2N(O)N=NC=2C=1.C(=O)(O)[O-].[Na+]. (3) Reactant: [CH3:1][C:2]1[S:6][C:5]([C:7]2[CH:12]=[CH:11][N:10]=[CH:9][C:8]=2[N:13]2[CH2:18][CH2:17][CH:16]([C:19]([OH:21])=O)[CH2:15][CH2:14]2)=[N:4][N:3]=1.CCN(C(C)C)C(C)C.CN(C(ON1N=[N:46][C:41]2[CH:42]=[CH:43][CH:44]=[N:45][C:40]1=2)=[N+](C)C)C.F[P-](F)(F)(F)(F)F.Cl.N1CCC[C@@H]1C#N. Product: [CH3:1][C:2]1[S:6][C:5]([C:7]2[CH:12]=[CH:11][N:10]=[CH:9][C:8]=2[N:13]2[CH2:14][CH2:15][CH:16]([C:19]([N:45]3[CH2:44][CH2:43][CH2:42][C@@H:40]3[C:41]#[N:46])=[O:21])[CH2:17][CH2:18]2)=[N:4][N:3]=1. The catalyst class is: 136. (4) The catalyst class is: 18. Reactant: CCN(C(C)C)C(C)C.[CH2:10]([O:17][C:18]1[CH:19]=[C:20]([CH:24]=[C:25]([O:27][C@@H:28]([CH3:41])[CH2:29][O:30][Si:31]([CH:38]([CH3:40])[CH3:39])([CH:35]([CH3:37])[CH3:36])[CH:32]([CH3:34])[CH3:33])[CH:26]=1)[C:21](O)=[O:22])[C:11]1[CH:16]=[CH:15][CH:14]=[CH:13][CH:12]=1.CN(C(ON1N=NC2C=CC=NC1=2)=[N+](C)C)C.F[P-](F)(F)(F)(F)F.[NH2:66][C:67]1[CH:71]=[CH:70][N:69]([C:72]([O:74][C:75]([CH3:78])([CH3:77])[CH3:76])=[O:73])[N:68]=1. Product: [CH2:10]([O:17][C:18]1[CH:19]=[C:20]([CH:24]=[C:25]([O:27][C@@H:28]([CH3:41])[CH2:29][O:30][Si:31]([CH:38]([CH3:40])[CH3:39])([CH:32]([CH3:34])[CH3:33])[CH:35]([CH3:37])[CH3:36])[CH:26]=1)[C:21]([NH:66][C:67]1[CH:71]=[CH:70][N:69]([C:72]([O:74][C:75]([CH3:78])([CH3:77])[CH3:76])=[O:73])[N:68]=1)=[O:22])[C:11]1[CH:12]=[CH:13][CH:14]=[CH:15][CH:16]=1. (5) Reactant: [C:1](NC1C=CC=CC=1)(=O)[CH3:2].[S:11](=[O:15])(=O)(O)O.[NH:16]1[C:25]2[C:20](=[CH:21][CH:22]=[CH:23][CH:24]=2)[CH:19]=[CH:18][C:17]1=O.C(I)(C)C.[F-].[Cs+].Cl.[NH2:34]CCS.[H-].[Na+].C1C=CC(P(C2C(C3C(P(C4C=CC=CC=4)C4C=CC=CC=4)=CC=C4C=3C=CC=C4)=C3C(C=CC=C3)=CC=2)C2C=CC=CC=2)=CC=1.CC(C)([O-])C.[Na+].C=O.N=O.Cl. Product: [N:16]1[C:25]2[C:20](=[CH:21][CH:22]=[C:23]3[NH:34][S:11](=[O:15])[CH:2]=[CH:1][C:24]3=2)[CH:19]=[CH:18][CH:17]=1. The catalyst class is: 167. (6) Product: [CH3:39][C:2]([CH3:1])([CH2:35][CH2:36][CH2:37][CH3:38])[C:3]([NH:5][CH2:6][CH:7]1[O:11][C:10]([CH3:12])([CH3:13])[N:9]([C:14]([O:16][C:17]([CH3:18])([CH3:19])[CH3:20])=[O:15])[C@H:8]1[CH2:21][C@H:22]([CH2:26][OH:27])[CH:23]([CH3:24])[CH3:25])=[O:4]. The catalyst class is: 105. Reactant: [CH3:1][C:2]([CH3:39])([CH2:35][CH2:36][CH2:37][CH3:38])[C:3]([NH:5][CH2:6][CH:7]1[O:11][C:10]([CH3:13])([CH3:12])[N:9]([C:14]([O:16][C:17]([CH3:20])([CH3:19])[CH3:18])=[O:15])[C@H:8]1[CH2:21][C@H:22]([CH2:26][O:27]CC1C=CC=CC=1)[CH:23]([CH3:25])[CH3:24])=[O:4]. (7) Reactant: [CH3:1][O:2][C:3]1[CH:4]=[C:5]2[C:10](=[CH:11][CH:12]=1)[CH:9]=[C:8]([C@H:13]([CH3:17])[C:14]([OH:16])=[O:15])[CH:7]=[CH:6]2.[OH:18][CH2:19][CH2:20][O:21][C:22]1[CH:31]=[CH:30][C:25]([O:26][CH2:27][CH2:28]O)=[CH:24][CH:23]=1.Cl.CN(C)CCCN=C=NCC.CCN(CC)CC. Product: [CH3:1][O:2][C:3]1[CH:4]=[C:5]2[C:10](=[CH:11][CH:12]=1)[CH:9]=[C:8]([C@H:13]([CH3:17])[C:14]([O:16][CH2:28][CH2:27][O:26][C:25]1[CH:30]=[CH:31][C:22]([O:21][CH2:20][CH2:19][OH:18])=[CH:23][CH:24]=1)=[O:15])[CH:7]=[CH:6]2. The catalyst class is: 241.